This data is from Peptide-MHC class II binding affinity with 134,281 pairs from IEDB. The task is: Regression. Given a peptide amino acid sequence and an MHC pseudo amino acid sequence, predict their binding affinity value. This is MHC class II binding data. (1) The peptide sequence is TPVNIIGRNLLTQIG. The MHC is HLA-DPA10201-DPB10101 with pseudo-sequence HLA-DPA10201-DPB10101. The binding affinity (normalized) is 0.242. (2) The peptide sequence is RYFLMAFANQIHHID. The MHC is DRB1_0405 with pseudo-sequence DRB1_0405. The binding affinity (normalized) is 0.738. (3) The peptide sequence is LECFVRSTPASFEKK. The MHC is DRB4_0101 with pseudo-sequence DRB4_0103. The binding affinity (normalized) is 0.380. (4) The peptide sequence is LLNRNNSFKPFAEYK. The MHC is HLA-DPA10201-DPB10501 with pseudo-sequence HLA-DPA10201-DPB10501. The binding affinity (normalized) is 0.0603. (5) The peptide sequence is AAQFPFNASDSVGQQ. The MHC is DRB1_1302 with pseudo-sequence QEFFIASGAAVDAIMESSFDYFDIDEATYHVGFT. The binding affinity (normalized) is 0.302. (6) The peptide sequence is ANFPLDPFLLNTHTD. The MHC is DRB1_0101 with pseudo-sequence DRB1_0101. The binding affinity (normalized) is 0.395. (7) The peptide sequence is TPGLFIQNTSPVDLC. The MHC is DRB1_1201 with pseudo-sequence DRB1_1201. The binding affinity (normalized) is 0.0773. (8) The peptide sequence is GAGVMVEGVFHTLWHTTK. The MHC is DRB1_0401 with pseudo-sequence DRB1_0401. The binding affinity (normalized) is 0.0674. (9) The peptide sequence is EKKYFAALQFEPLAA. The MHC is HLA-DPA10301-DPB10402 with pseudo-sequence HLA-DPA10301-DPB10402. The binding affinity (normalized) is 1.00. (10) The peptide sequence is QFELYKRTDIVEVDR. The MHC is DRB5_0101 with pseudo-sequence DRB5_0101. The binding affinity (normalized) is 0.